From a dataset of Catalyst prediction with 721,799 reactions and 888 catalyst types from USPTO. Predict which catalyst facilitates the given reaction. Reactant: Cl.[Cl:2][C:3]1[CH:4]=[C:5]([C:11]2([C:28]([F:31])([F:30])[F:29])[CH2:15][C:14]([C:16]3[CH:17]=[C:18]4[C:22](=[CH:23][CH:24]=3)[C:21]3([CH2:27][NH:26][CH2:25]3)[O:20][CH2:19]4)=[N:13][CH2:12]2)[CH:6]=[C:7]([Cl:10])[C:8]=1[F:9].[CH3:32][S:33]([CH2:36][C:37](O)=[O:38])(=[O:35])=[O:34].C(P1(=O)OP(CCC)(=O)OP(CCC)(=O)O1)CC. Product: [Cl:10][C:7]1[CH:6]=[C:5]([C:11]2([C:28]([F:30])([F:29])[F:31])[CH2:15][C:14]([C:16]3[CH:17]=[C:18]4[C:22](=[CH:23][CH:24]=3)[C:21]3([CH2:25][N:26]([C:37](=[O:38])[CH2:36][S:33]([CH3:32])(=[O:35])=[O:34])[CH2:27]3)[O:20][CH2:19]4)=[N:13][CH2:12]2)[CH:4]=[C:3]([Cl:2])[C:8]=1[F:9]. The catalyst class is: 1.